This data is from Reaction yield outcomes from USPTO patents with 853,638 reactions. The task is: Predict the reaction yield, written as a fraction of the theoretical maximum amount of product (1.0 means a 100% yield; for example, 0.34 means a 34% yield). (1) The reactants are [O:1]=[C:2]1[CH2:7][NH:6][CH2:5][CH2:4][NH:3]1.[C:8]1([CH:14]([C:19]2[CH:24]=[CH:23][CH:22]=[CH:21][CH:20]=2)[CH2:15][C:16](O)=[O:17])[CH:13]=[CH:12][CH:11]=[CH:10][CH:9]=1.C(Cl)CCl. The catalyst is C(Cl)Cl.CN(C1C=CN=CC=1)C. The product is [C:19]1([CH:14]([C:8]2[CH:9]=[CH:10][CH:11]=[CH:12][CH:13]=2)[CH2:15][C:16]([N:6]2[CH2:5][CH2:4][NH:3][C:2](=[O:1])[CH2:7]2)=[O:17])[CH:20]=[CH:21][CH:22]=[CH:23][CH:24]=1. The yield is 0.700. (2) The reactants are [F:1][C:2]1[CH:7]=[C:6]([N+:8]([O-])=O)[CH:5]=[CH:4][C:3]=1[O:11][CH2:12][C:13]1[CH:18]=[CH:17][CH:16]=[C:15]([F:19])[CH:14]=1. The catalyst is C(OCC)(=O)C.[Pt]. The product is [F:1][C:2]1[CH:7]=[C:6]([NH2:8])[CH:5]=[CH:4][C:3]=1[O:11][CH2:12][C:13]1[CH:18]=[CH:17][CH:16]=[C:15]([F:19])[CH:14]=1. The yield is 0.980. (3) The yield is 0.570. The reactants are [CH2:1]([O:3][C:4](=[O:32])[CH:5]([C:11]1[CH:16]=[C:15]([O:17][CH2:18][C:19]([F:22])([F:21])[F:20])[C:14]([N+:23]([O-:25])=[O:24])=[C:13]([O:26][CH2:27][C:28]([F:31])([F:30])[F:29])[CH:12]=1)C(OCC)=O)[CH3:2]. The product is [CH2:1]([O:3][C:4](=[O:32])[CH2:5][C:11]1[CH:12]=[C:13]([O:26][CH2:27][C:28]([F:31])([F:30])[F:29])[C:14]([N+:23]([O-:25])=[O:24])=[C:15]([O:17][CH2:18][C:19]([F:21])([F:22])[F:20])[CH:16]=1)[CH3:2]. The catalyst is CC(O)=O.